From a dataset of Forward reaction prediction with 1.9M reactions from USPTO patents (1976-2016). Predict the product of the given reaction. (1) Given the reactants Br[C:2]1[S:3][C:4](Br)=[C:5]2[C:11]=1[O:10][CH2:9][C:8]([CH2:18][CH2:19][CH2:20][CH2:21][CH2:22][CH3:23])([CH2:12][CH2:13][CH2:14][CH2:15][CH2:16][CH3:17])[CH2:7][O:6]2.C[Si:26]([C:29]#C)([CH3:28])[CH3:27].C(Cl)(Cl)Cl.O.C(N[CH:40]([CH3:42])C)(C)C, predict the reaction product. The product is: [CH2:12]([C:8]1([CH2:18][CH2:19][CH2:20][CH2:21][CH2:22][CH3:23])[CH:7]([C:40]#[CH:42])[O:6][C:5]2=[C:4]([Si:26]([CH3:27])([CH3:28])[CH3:29])[S:3][C:2]([Si:26]([CH3:29])([CH3:28])[CH3:27])=[C:11]2[O:10][CH2:9]1)[CH2:13][CH2:14][CH2:15][CH2:16][CH3:17]. (2) Given the reactants [Br:1][C:2]1[C:3]([F:19])=[C:4]([CH:8]([C:14]([O:16]CC)=[O:15])[C:9]([O:11]CC)=[O:10])[CH:5]=[CH:6][CH:7]=1.[OH-].[Na+], predict the reaction product. The product is: [Br:1][C:2]1[C:3]([F:19])=[C:4]([CH:8]([C:9]([OH:11])=[O:10])[C:14]([OH:16])=[O:15])[CH:5]=[CH:6][CH:7]=1. (3) Given the reactants [CH2:1]([O:3][C:4](=[O:19])[C:5]1[CH:10]=[C:9]([C:11]([F:14])([F:13])[F:12])[C:8]([CH:15]=[O:16])=[C:7](Br)[C:6]=1[NH2:18])[CH3:2].[CH:20]1([B-](F)(F)F)[CH2:22][CH2:21]1.[K+], predict the reaction product. The product is: [NH2:18][C:6]1[C:7]([CH:20]2[CH2:22][CH2:21]2)=[C:8]([CH:15]=[O:16])[C:9]([C:11]([F:14])([F:13])[F:12])=[CH:10][C:5]=1[C:4]([O:3][CH2:1][CH3:2])=[O:19].